This data is from Reaction yield outcomes from USPTO patents with 853,638 reactions. The task is: Predict the reaction yield, written as a fraction of the theoretical maximum amount of product (1.0 means a 100% yield; for example, 0.34 means a 34% yield). (1) The reactants are [CH3:1][O:2][C:3]([C:5]1([NH:15][C:16]([O:18][C:19]([CH3:22])([CH3:21])[CH3:20])=[O:17])[CH2:7][CH:6]1[CH2:8][CH2:9]OS(C)(=O)=O)=[O:4].[C-:23]#[N:24].[Na+].[Na+].[I-]. The catalyst is CN(C=O)C.CCOC(C)=O. The product is [CH3:1][O:2][C:3]([C:5]1([NH:15][C:16]([O:18][C:19]([CH3:22])([CH3:21])[CH3:20])=[O:17])[CH2:7][CH:6]1[CH2:8][CH2:9][C:23]#[N:24])=[O:4]. The yield is 0.930. (2) The reactants are [H-].[Na+].[CH3:3][O:4][C:5]1[CH:10]=[C:9]([C:11]2[N:12]([CH3:18])[C:13]([NH:16][CH3:17])=[N:14][N:15]=2)[CH:8]=[CH:7][N:6]=1.CS(O[CH2:24][C:25]1[N:29]=[C:28]([C:30]2[CH:35]=[CH:34][CH:33]=[C:32]([C:36]#[N:37])[CH:31]=2)[O:27][N:26]=1)(=O)=O. The catalyst is CN(C=O)C. The product is [CH3:3][O:4][C:5]1[CH:10]=[C:9]([C:11]2[N:12]([CH3:18])[C:13]([N:16]([CH2:24][C:25]3[N:29]=[C:28]([C:30]4[CH:31]=[C:32]([CH:33]=[CH:34][CH:35]=4)[C:36]#[N:37])[O:27][N:26]=3)[CH3:17])=[N:14][N:15]=2)[CH:8]=[CH:7][N:6]=1. The yield is 0.423. (3) The reactants are [CH:1]([C:4]([C:6]1[S:10][C:9]([NH2:11])=[N:8][C:7]=1[C:12]1[O:13][CH:14]=[CH:15][CH:16]=1)=[O:5])([CH3:3])[CH3:2].[C:17](O)(=[O:24])[C:18]1[CH:23]=[CH:22][N:21]=[CH:20][CH:19]=1.CCN=C=NCCCN(C)C.Cl.O.ON1C2C=CC=CC=2N=N1. The catalyst is CN(C=O)C. The product is [O:13]1[CH:14]=[CH:15][CH:16]=[C:12]1[C:7]1[N:8]=[C:9]([NH:11][C:17]([C:18]2[CH:23]=[CH:22][N:21]=[CH:20][CH:19]=2)=[O:24])[S:10][C:6]=1[C:4](=[O:5])[CH:1]([CH3:3])[CH3:2]. The yield is 0.710. (4) The reactants are [Cl:1][C:2]1[C:6]([N+:7]([O-])=O)=[CH:5][N:4]([C:10]2[CH:11]=[N:12][CH:13]=[CH:14][CH:15]=2)[N:3]=1.C(O)C.O.[Cl-].[NH4+]. The catalyst is [Fe].C(OCC)(=O)C. The product is [Cl:1][C:2]1[C:6]([NH2:7])=[CH:5][N:4]([C:10]2[CH:11]=[N:12][CH:13]=[CH:14][CH:15]=2)[N:3]=1. The yield is 0.990. (5) The reactants are [C:1]1([C:7]2[CH:12]=[CH:11][CH:10]=[CH:9][CH:8]=2)[CH:6]=[CH:5][CH:4]=[CH:3][CH:2]=1.C[N:14]([C:16]([O:20]N1N=NC2C=CC=CC1=2)=[N+](C)C)C.F[P-](F)(F)(F)(F)F. The catalyst is CN(C=O)C.CCOC(C)=O. The product is [C:1]1([C:7]2[CH:8]=[CH:9][CH:10]=[CH:11][CH:12]=2)[C:6]([C:16]([NH2:14])=[O:20])=[CH:5][CH:4]=[CH:3][CH:2]=1. The yield is 0.450. (6) The reactants are [ClH:1].[CH3:2][O:3][C:4]1[C:9]([O:10][CH3:11])=[CH:8][CH:7]=[CH:6][C:5]=1[NH:12]C(=O)OC(C)(C)C. The catalyst is CCOCC. The product is [ClH:1].[CH3:2][O:3][C:4]1[C:9]([O:10][CH3:11])=[CH:8][CH:7]=[CH:6][C:5]=1[NH2:12]. The yield is 0.870.